Dataset: Forward reaction prediction with 1.9M reactions from USPTO patents (1976-2016). Task: Predict the product of the given reaction. Given the reactants [Br:1][C:2]1[CH:3]=[C:4](/[C:8](/[C:16]2[C:17]([C:22]#[N:23])=[N:18][CH:19]=[CH:20][CH:21]=2)=[N:9]\S(C(C)(C)C)=O)[CH:5]=[CH:6][CH:7]=1.Br[C:25]1[CH:30]=[CH:29][N:28]=[C:27]([C:31]([F:34])([F:33])[F:32])[CH:26]=1, predict the reaction product. The product is: [Br:1][C:2]1[CH:3]=[C:4]([C:8]2([C:25]3[CH:30]=[CH:29][N:28]=[C:27]([C:31]([F:34])([F:33])[F:32])[CH:26]=3)[C:16]3[C:17](=[N:18][CH:19]=[CH:20][CH:21]=3)[C:22]([NH2:23])=[N:9]2)[CH:5]=[CH:6][CH:7]=1.